Predict the reaction yield, written as a fraction of the theoretical maximum amount of product (1.0 means a 100% yield; for example, 0.34 means a 34% yield). From a dataset of Reaction yield outcomes from USPTO patents with 853,638 reactions. (1) The reactants are [C:1]([C:3]1[CH:4]=[C:5]([C:13]2[O:17][N:16]=[C:15]([C:18]3[CH:19]=[CH:20][C:21]4[O:25][C:24]([C:26]5([NH:34]C(=O)OC(C)(C)C)[CH2:31][O:30]C(C)(C)[O:28][CH2:27]5)=[CH:23][C:22]=4[CH:42]=3)[N:14]=2)[CH:6]=[CH:7][C:8]=1[O:9][CH2:10][CH2:11][CH3:12])#[N:2].ClC1C=C(C2ON=C(C3C=CC4OC(C5(NC(=O)OC(C)(C)C)COC(C)(C)OC5)=CC=4C=3)N=2)C=CC=1OCCC. No catalyst specified. The product is [NH2:34][C:26]([C:24]1[O:25][C:21]2[CH:20]=[CH:19][C:18]([C:15]3[N:14]=[C:13]([C:5]4[CH:6]=[CH:7][C:8]([O:9][CH2:10][CH2:11][CH3:12])=[C:3]([CH:4]=4)[C:1]#[N:2])[O:17][N:16]=3)=[CH:42][C:22]=2[CH:23]=1)([CH2:27][OH:28])[CH2:31][OH:30]. The yield is 0.290. (2) The reactants are [NH2:1][C:2]1[CH:3]=[C:4]([CH:17]=[CH:18][CH:19]=1)[O:5][C:6]1[C:15]2[NH:14][C:13](=[O:16])[CH:12]=[N:11][C:10]=2[N:9]=[CH:8][CH:7]=1.[C:20]([C:24]1[CH:28]=[C:27]([N:29]=[C:30]=[O:31])[N:26]([C:32]2[CH:37]=[CH:36][CH:35]=[CH:34][CH:33]=2)[N:25]=1)([CH3:23])([CH3:22])[CH3:21]. No catalyst specified. The product is [C:20]([C:24]1[CH:28]=[C:27]([NH:29][C:30]([NH:1][C:2]2[CH:19]=[CH:18][CH:17]=[C:4]([O:5][C:6]3[C:15]4[NH:14][C:13](=[O:16])[CH:12]=[N:11][C:10]=4[N:9]=[CH:8][CH:7]=3)[CH:3]=2)=[O:31])[N:26]([C:32]2[CH:37]=[CH:36][CH:35]=[CH:34][CH:33]=2)[N:25]=1)([CH3:23])([CH3:21])[CH3:22]. The yield is 0.290. (3) The product is [N:1]1([CH2:7][C:8]2[CH:13]=[CH:12][C:11]([C:14]3[CH:27]=[N:26][C:17]4[NH:18][C:19]5[CH:24]=[N:23][C:22]([CH2:28][S:29]([NH2:38])(=[O:31])=[O:30])=[CH:21][C:20]=5[C:16]=4[CH:15]=3)=[CH:10][CH:9]=2)[CH2:2][CH2:3][CH2:4][CH2:5][CH2:6]1. The catalyst is CO.C(Cl)Cl.O. The yield is 0.380. The reactants are [N:1]1([CH2:7][C:8]2[CH:13]=[CH:12][C:11]([C:14]3[CH:27]=[N:26][C:17]4[NH:18][C:19]5[CH:24]=[N:23][C:22](N)=[CH:21][C:20]=5[C:16]=4[CH:15]=3)=[CH:10][CH:9]=2)[CH2:6][CH2:5][CH2:4][CH2:3][CH2:2]1.[CH3:28][S:29](Cl)(=[O:31])=[O:30].C(=O)(O)[O-].[Na+].[N:38]1C=CC=CC=1. (4) The reactants are Br[C:2]1[S:3][C:4]([C:8]2[N:12]=[CH:11][N:10]([CH2:13][O:14][CH2:15][CH2:16][Si:17]([CH3:20])([CH3:19])[CH3:18])[N:9]=2)=[C:5]([Br:7])[N:6]=1.C[Sn](C)(C)[C:23]1[CH:28]=[CH:27][N:26]=[C:25]([NH:29][C:30](=[O:32])[CH3:31])[CH:24]=1.[Cl-].[Li+]. The catalyst is O1CCOCC1.C1C=CC([P]([Pd]([P](C2C=CC=CC=2)(C2C=CC=CC=2)C2C=CC=CC=2)([P](C2C=CC=CC=2)(C2C=CC=CC=2)C2C=CC=CC=2)[P](C2C=CC=CC=2)(C2C=CC=CC=2)C2C=CC=CC=2)(C2C=CC=CC=2)C2C=CC=CC=2)=CC=1.[Cu]I. The product is [Br:7][C:5]1[N:6]=[C:2]([C:23]2[CH:28]=[CH:27][N:26]=[C:25]([NH:29][C:30](=[O:32])[CH3:31])[CH:24]=2)[S:3][C:4]=1[C:8]1[N:12]=[CH:11][N:10]([CH2:13][O:14][CH2:15][CH2:16][Si:17]([CH3:20])([CH3:19])[CH3:18])[N:9]=1. The yield is 0.130. (5) The reactants are [Cl:1][C:2]1[C:19]([Cl:20])=[CH:18][C:5]2[N:6]=[C:7]([C:9]3[CH:14]=[CH:13][C:12]([C:15](O)=[O:16])=[CH:11][CH:10]=3)[NH:8][C:4]=2[CH:3]=1.Cl.CN(C)CCCN=C=NCC.[CH3:33][N:34]1[C:39]([CH3:41])([CH3:40])[CH2:38][CH:37]([NH2:42])[CH2:36][C:35]1([CH3:44])[CH3:43]. The catalyst is C1COCC1. The product is [Cl:1][C:2]1[C:19]([Cl:20])=[CH:18][C:5]2[N:6]=[C:7]([C:9]3[CH:10]=[CH:11][C:12]([C:15]([NH:42][CH:37]4[CH2:36][C:35]([CH3:43])([CH3:44])[N:34]([CH3:33])[C:39]([CH3:41])([CH3:40])[CH2:38]4)=[O:16])=[CH:13][CH:14]=3)[NH:8][C:4]=2[CH:3]=1. The yield is 0.220.